Dataset: Reaction yield outcomes from USPTO patents with 853,638 reactions. Task: Predict the reaction yield, written as a fraction of the theoretical maximum amount of product (1.0 means a 100% yield; for example, 0.34 means a 34% yield). (1) The reactants are [NH2:1][C@:2]12[CH2:37][CH2:36][C@@H:35]([C:38]([CH3:40])=[CH2:39])[C@@H:3]1[C@@H:4]1[C@@:17]([CH3:20])([CH2:18][CH2:19]2)[C@@:16]2([CH3:21])[C@@H:7]([C@:8]3([CH3:34])[C@@H:13]([CH2:14][CH2:15]2)[C:12]([CH3:23])([CH3:22])[C:11]([C:24]2[CH:33]=[CH:32][C:27]([C:28]([O:30][CH3:31])=[O:29])=[CH:26][CH:25]=2)=[CH:10][CH2:9]3)[CH2:6][CH2:5]1.Cl[CH2:42][CH2:43][N:44]1[CH2:49][CH2:48][S:47](=[O:51])(=[O:50])[CH2:46][CH2:45]1.P([O-])([O-])([O-])=O.[K+].[K+].[K+]. The catalyst is C(#N)C.[I-].[K+]. The product is [O:50]=[S:47]1(=[O:51])[CH2:48][CH2:49][N:44]([CH2:43][CH2:42][NH:1][C@:2]23[CH2:37][CH2:36][C@@H:35]([C:38]([CH3:40])=[CH2:39])[C@@H:3]2[C@@H:4]2[C@@:17]([CH3:20])([CH2:18][CH2:19]3)[C@@:16]3([CH3:21])[C@@H:7]([C@:8]4([CH3:34])[C@@H:13]([CH2:14][CH2:15]3)[C:12]([CH3:22])([CH3:23])[C:11]([C:24]3[CH:25]=[CH:26][C:27]([C:28]([O:30][CH3:31])=[O:29])=[CH:32][CH:33]=3)=[CH:10][CH2:9]4)[CH2:6][CH2:5]2)[CH2:45][CH2:46]1. The yield is 0.730. (2) The reactants are [N+:1]([C:4]1[C:9]([N+:10]([O-:12])=[O:11])=[CH:8][CH:7]=[CH:6][C:5]=1[OH:13])([O-:3])=[O:2].IC.[C:16]([O-])([O-])=O.[K+].[K+]. No catalyst specified. The product is [N+:1]([C:4]1[C:9]([N+:10]([O-:12])=[O:11])=[CH:8][CH:7]=[CH:6][C:5]=1[O:13][CH3:16])([O-:3])=[O:2]. The yield is 1.00. (3) The reactants are Cl.[Cl:2][C:3]1[CH:8]=[C:7]([Cl:9])[CH:6]=[CH:5][C:4]=1[C:10]1([OH:37])[C:18]2[C:13](=[CH:14][C:15]([C:23](N)=[O:24])=[CH:16][C:17]=2[C:19]([F:22])([F:21])[F:20])[N:12]([CH2:26][C@H:27]2[CH2:30][C@H:29]([N:31]([CH2:34][CH3:35])[CH2:32][CH3:33])[CH2:28]2)[C:11]1=[O:36].[BrH:38].C(O)(=[O:41])C. No catalyst specified. The product is [BrH:38].[Cl:2][C:3]1[CH:8]=[C:7]([Cl:9])[CH:6]=[CH:5][C:4]=1[C:10]1([OH:37])[C:18]2[C:13](=[CH:14][C:15]([C:23]([OH:24])=[O:41])=[CH:16][C:17]=2[C:19]([F:22])([F:21])[F:20])[N:12]([CH2:26][C@H:27]2[CH2:28][C@H:29]([N:31]([CH2:32][CH3:33])[CH2:34][CH3:35])[CH2:30]2)[C:11]1=[O:36]. The yield is 0.980. (4) The yield is 0.610. The product is [F:19][C:2]([F:1])([F:18])[C:3]1[CH:4]=[C:5]([C:13]2[N:17]=[CH:16][N:15](/[CH:29]=[CH:30]\[C:31]([O:33][CH:34]([CH3:36])[CH3:35])=[O:32])[N:14]=2)[CH:6]=[C:7]([C:9]([F:10])([F:12])[F:11])[CH:8]=1. The catalyst is CN(C=O)C. The reactants are [F:1][C:2]([F:19])([F:18])[C:3]1[CH:4]=[C:5]([C:13]2[N:17]=[CH:16][NH:15][N:14]=2)[CH:6]=[C:7]([C:9]([F:12])([F:11])[F:10])[CH:8]=1.C1N2CCN(CC2)C1.I/[CH:29]=[CH:30]\[C:31]([O:33][CH:34]([CH3:36])[CH3:35])=[O:32]. (5) The reactants are C(O)(=O)C.[CH2:5]([C:9]1[CH:14]=[CH:13][C:12](/[CH:15]=[CH:16]/[N+:17]([O-:19])=[O:18])=[CH:11][CH:10]=1)[CH2:6][CH2:7][CH3:8].[BH4-].[Na+]. The catalyst is CS(C)=O. The product is [CH2:5]([C:9]1[CH:14]=[CH:13][C:12]([CH2:15][CH2:16][N+:17]([O-:19])=[O:18])=[CH:11][CH:10]=1)[CH2:6][CH2:7][CH3:8]. The yield is 0.260. (6) The reactants are C1(P(C2C=CC=CC=2)C2C=CC=CC=2)C=CC=CC=1.N(C(OCC)=O)=NC(OCC)=O.[CH3:32][O:33][C:34](=[O:51])/[CH:35]=[CH:36]/[C:37]1[CH:42]=[CH:41][C:40]([CH2:43][N:44]2[CH2:48][CH2:47][CH2:46][C@@H:45]2[CH2:49]O)=[CH:39][CH:38]=1.C1(P([N:66]=[N+:67]=[N-:68])(C2C=CC=CC=2)=O)C=CC=CC=1. The catalyst is O1CCCC1.O. The product is [CH3:32][O:33][C:34](=[O:51])/[CH:35]=[CH:36]/[C:37]1[CH:42]=[CH:41][C:40]([CH2:43][N:44]2[CH2:48][CH2:47][CH2:46][C@@H:45]2[CH2:49][N:66]=[N+:67]=[N-:68])=[CH:39][CH:38]=1. The yield is 0.250.